From a dataset of Catalyst prediction with 721,799 reactions and 888 catalyst types from USPTO. Predict which catalyst facilitates the given reaction. (1) Reactant: [OH:1][CH2:2][C:3]([C:5]1[CH:10]=[CH:9][CH:8]=[CH:7][CH:6]=1)=O.[C:11](#[N:15])[CH2:12][C:13]#[N:14].C(N(CC)CC)C. Product: [NH2:15][C:11]1[O:1][CH:2]=[C:3]([C:5]2[CH:10]=[CH:9][CH:8]=[CH:7][CH:6]=2)[C:12]=1[C:13]#[N:14]. The catalyst class is: 5. (2) Reactant: [CH3:1][O:2][C:3]([N:5]1[C@@H:13]2[C@@H:8]([CH2:9][CH2:10][CH2:11][CH2:12]2)[CH2:7][C:6]1(SC1C=CC=CC=1)[C:14]([O:16][CH3:17])=[O:15])=[O:4].ClC1C=CC=C(C(OO)=O)C=1.C(=O)(O)[O-].[Na+]. Product: [CH3:1][O:2][C:3]([N:5]1[C@@H:13]2[C@@H:8]([CH2:9][CH2:10][CH2:11][CH2:12]2)[CH:7]=[C:6]1[C:14]([O:16][CH3:17])=[O:15])=[O:4]. The catalyst class is: 2. (3) Reactant: [ClH:1].[F:2][C:3]1[CH:55]=[CH:54][C:6]([CH2:7][N:8]([CH3:53])[C:9](=[O:52])[C@@H:10]([NH:17][C:18]([C:20]2[CH:21]=[C:22]3[C:27](=[CH:28][CH:29]=2)[N:26]=[C:25]([NH:30][C:31]([C:33]2[CH:38]=[CH:37][CH:36]=[CH:35][C:34]=2[CH:39]2[CH2:44][CH2:43][N:42](C(OC(C)(C)C)=O)[CH2:41][CH2:40]2)=[O:32])[CH:24]=[CH:23]3)=[O:19])[C:11]2[CH:16]=[CH:15][CH:14]=[CH:13][CH:12]=2)=[CH:5][CH:4]=1. Product: [ClH:1].[F:2][C:3]1[CH:55]=[CH:54][C:6]([CH2:7][N:8]([CH3:53])[C:9](=[O:52])[C@@H:10]([NH:17][C:18]([C:20]2[CH:21]=[C:22]3[C:27](=[CH:28][CH:29]=2)[N:26]=[C:25]([NH:30][C:31](=[O:32])[C:33]2[CH:38]=[CH:37][CH:36]=[CH:35][C:34]=2[CH:39]2[CH2:44][CH2:43][NH:42][CH2:41][CH2:40]2)[CH:24]=[CH:23]3)=[O:19])[C:11]2[CH:12]=[CH:13][CH:14]=[CH:15][CH:16]=2)=[CH:5][CH:4]=1. The catalyst class is: 100. (4) Reactant: [F:1][CH:2]([F:19])[C:3]#[C:4][C:5]1([OH:18])[CH2:10][CH2:9][N:8]([C:11]([O:13][C:14]([CH3:17])([CH3:16])[CH3:15])=[O:12])[CH2:7][CH2:6]1. Product: [F:19][CH:2]([F:1])/[CH:3]=[CH:4]/[C:5]1([OH:18])[CH2:10][CH2:9][N:8]([C:11]([O:13][C:14]([CH3:15])([CH3:16])[CH3:17])=[O:12])[CH2:7][CH2:6]1. The catalyst class is: 1. (5) Reactant: [F:1][C:2]1[CH:3]=[C:4]([CH:8]=[CH:9][C:10]=1[O:11][CH:12]([CH3:14])[CH3:13])[C:5]([OH:7])=O.CN(C=O)C.C(Cl)(=O)C(Cl)=O.O[N:27]=[C:28]([C:30]1[CH:38]=[CH:37][C:36]2[NH:35][C:34]3[CH:39]([CH2:42][C:43]([O:45][CH2:46][CH3:47])=[O:44])[CH2:40][CH2:41][C:33]=3[C:32]=2[CH:31]=1)[NH2:29].C(N(CC)CC)C. Product: [F:1][C:2]1[CH:3]=[C:4]([C:5]2[O:7][N:29]=[C:28]([C:30]3[CH:38]=[CH:37][C:36]4[NH:35][C:34]5[CH:39]([CH2:42][C:43]([O:45][CH2:46][CH3:47])=[O:44])[CH2:40][CH2:41][C:33]=5[C:32]=4[CH:31]=3)[N:27]=2)[CH:8]=[CH:9][C:10]=1[O:11][CH:12]([CH3:14])[CH3:13]. The catalyst class is: 168. (6) Reactant: CS(O[CH2:6][CH2:7][O:8][C:9]1[CH:14]=[CH:13][CH:12]=[C:11]([C:15]2[N:19]([C:20]3[CH:25]=[CH:24][CH:23]=[C:22]([Cl:26])[CH:21]=3)[N:18]=[C:17]([C:27]([N:29]3[CH2:33][C:32](=[O:34])[NH:31][CH2:30]3)=[O:28])[CH:16]=2)[CH:10]=1)(=O)=O.[CH:35]([NH2:38])([CH3:37])[CH3:36].[CH:39]([OH:41])=[O:40].ClC1C=C(N2C(C3C=CC=C(OCCCN(C)C)C=3)=CC(C(N3CC(=O)NC3)=O)=N2)C=CC=1. Product: [CH:39]([OH:41])=[O:40].[Cl:26][C:22]1[CH:21]=[C:20]([N:19]2[C:15]([C:11]3[CH:12]=[CH:13][CH:14]=[C:9]([O:8][CH2:7][CH2:6][NH:38][CH:35]([CH3:37])[CH3:36])[CH:10]=3)=[CH:16][C:17]([C:27]([N:29]3[CH2:33][C:32](=[O:34])[NH:31][CH2:30]3)=[O:28])=[N:18]2)[CH:25]=[CH:24][CH:23]=1. The catalyst class is: 7. (7) Reactant: C(O[C:6]([N:8](C)[C@H:9]([CH2:17][O:18][C:19](=[O:31])[NH:20][C:21]1[N:22]=[CH:23][C:24]2[C:29]([CH:30]=1)=[CH:28][CH:27]=[CH:26][CH:25]=2)[CH2:10][CH2:11][CH2:12][C:13]([O:15][CH3:16])=[O:14])=O)(C)(C)C.Cl. Product: [CH:23]1[C:24]2[C:29](=[CH:28][CH:27]=[CH:26][CH:25]=2)[CH:30]=[C:21]([NH:20][C:19]([O:18][CH2:17][C@@H:9]([NH:8][CH3:6])[CH2:10][CH2:11][CH2:12][C:13]([O:15][CH3:16])=[O:14])=[O:31])[N:22]=1. The catalyst class is: 5. (8) Reactant: Cl[CH2:2][CH2:3][N:4]1[CH:8]=[CH:7][C:6]([C:9]2[N:17]3[C:12]([CH:13]=[CH:14][CH:15]=[CH:16]3)=[CH:11][C:10]=2[C:18]([O:20][CH2:21][CH3:22])=[O:19])=[N:5]1.C(#N)C.C([O-])([O-])=O.[K+].[K+].[CH3:32][NH:33][CH3:34].C1COCC1. Product: [CH3:32][N:33]([CH3:34])[CH2:2][CH2:3][N:4]1[CH:8]=[CH:7][C:6]([C:9]2[N:17]3[C:12]([CH:13]=[CH:14][CH:15]=[CH:16]3)=[CH:11][C:10]=2[C:18]([O:20][CH2:21][CH3:22])=[O:19])=[N:5]1. The catalyst class is: 13.